Predict the product of the given reaction. From a dataset of Forward reaction prediction with 1.9M reactions from USPTO patents (1976-2016). (1) Given the reactants [F:1][C:2]1[CH:3]=[C:4]2[C:9](=[C:10]([N:12]3[CH2:17][CH2:16][C:15]([NH:19]C(=O)OCC4C=CC=CC=4)([CH3:18])[CH2:14][CH2:13]3)[CH:11]=1)[N:8]=[C:7]([C:30]1[N:34]3[CH:35]=[CH:36][C:37]([O:39][CH2:40][CH2:41][O:42][CH3:43])=[CH:38][C:33]3=[N:32][CH:31]=1)[CH:6]=[CH:5]2.CCO, predict the reaction product. The product is: [F:1][C:2]1[CH:3]=[C:4]2[C:9](=[C:10]([N:12]3[CH2:17][CH2:16][C:15]([CH3:18])([NH2:19])[CH2:14][CH2:13]3)[CH:11]=1)[N:8]=[C:7]([C:30]1[N:34]3[CH:35]=[CH:36][C:37]([O:39][CH2:40][CH2:41][O:42][CH3:43])=[CH:38][C:33]3=[N:32][CH:31]=1)[CH:6]=[CH:5]2. (2) Given the reactants Br[C:2]1[CH:11]=[CH:10][C:9]2[N:8]=[CH:7][CH:6]=[CH:5][C:4]=2[C:3]=1[C:12]#[N:13].C[O-].[Na+].[C:17]([O:21][CH3:22])(=[O:20])[CH2:18][SH:19], predict the reaction product. The product is: [NH2:13][C:12]1[C:3]2=[C:4]3[C:9](=[CH:10][CH:11]=[C:2]2[S:19][C:18]=1[C:17]([O:21][CH3:22])=[O:20])[N:8]=[CH:7][CH:6]=[CH:5]3. (3) Given the reactants [CH3:1][C:2]1[CH:3]=[C:4]([CH:6]=[CH:7][C:8]=1[CH3:9])[NH2:5].[CH2:10]([N:13]1[C:22](=[O:23])[C:21]2[NH:20][C:19]([C:24]3[N:28]([CH3:29])[N:27]=[C:26]([O:30][CH2:31][C:32](O)=[O:33])[CH:25]=3)=[N:18][C:17]=2[N:16]([CH2:35][CH2:36][CH3:37])[C:14]1=[O:15])[CH2:11][CH3:12], predict the reaction product. The product is: [CH3:37][CH2:36][CH2:35][N:16]1[C:14](=[O:15])[N:13]([CH2:10][CH2:11][CH3:12])[C:22](=[O:23])[C:21]2[C:17]1=[N:18][C:19]([N:20]=2)=[C:24]1[N:28]([CH3:29])[NH:27][C:26]([O:30][CH2:31][C:32]([NH:5][C:4]2[CH:6]=[CH:7][C:8]([CH3:9])=[C:2]([CH3:1])[CH:3]=2)=[O:33])=[CH:25]1. (4) Given the reactants C[O:2][C:3]1[N:8]=[C:7]([N:9]2[CH2:14][CH2:13][O:12][CH2:11][CH2:10]2)[N:6]=[C:5]([NH:15][C@@H:16]2[CH2:21][CH2:20][CH2:19][N:18](C(OC(C)(C)C)=O)[CH2:17]2)[C:4]=1[C:29]1[S:30][C:31]2[CH:37]=[CH:36][C:35]([C:38]([F:41])([F:40])[F:39])=[CH:34][C:32]=2[N:33]=1.Cl, predict the reaction product. The product is: [N:9]1([C:7]2[NH:8][C:3](=[O:2])[C:4]([C:29]3[S:30][C:31]4[CH:37]=[CH:36][C:35]([C:38]([F:40])([F:39])[F:41])=[CH:34][C:32]=4[N:33]=3)=[C:5]([NH:15][C@@H:16]3[CH2:21][CH2:20][CH2:19][NH:18][CH2:17]3)[N:6]=2)[CH2:14][CH2:13][O:12][CH2:11][CH2:10]1.